This data is from Forward reaction prediction with 1.9M reactions from USPTO patents (1976-2016). The task is: Predict the product of the given reaction. Given the reactants [C:1]([C:4]([NH:7][C:8]1[CH:16]=[CH:15][C:11]([C:12]([OH:14])=[O:13])=[C:10]([F:17])[CH:9]=1)([CH3:6])[CH3:5])([OH:3])=O.[N:18]([C:21]1[CH:28]=[CH:27][C:24]([C:25]#[N:26])=[C:23]([C:29]([F:32])([F:31])[F:30])[CH:22]=1)=[C:19]=[S:20].C(N(CC)CC)C, predict the reaction product. The product is: [C:25]([C:24]1[CH:27]=[CH:28][C:21]([N:18]2[C:1](=[O:3])[C:4]([CH3:6])([CH3:5])[N:7]([C:8]3[CH:16]=[CH:15][C:11]([C:12]([OH:14])=[O:13])=[C:10]([F:17])[CH:9]=3)[C:19]2=[S:20])=[CH:22][C:23]=1[C:29]([F:30])([F:31])[F:32])#[N:26].